This data is from Forward reaction prediction with 1.9M reactions from USPTO patents (1976-2016). The task is: Predict the product of the given reaction. (1) Given the reactants [OH-].[Na+].[CH:3]1([C:6]2[C:11]([C:12]([O:14]CC)=[O:13])=[CH:10][N:9]=[C:8]([N:17]3[CH2:22][CH2:21][O:20][CH2:19][CH2:18]3)[N:7]=2)[CH2:5][CH2:4]1, predict the reaction product. The product is: [CH:3]1([C:6]2[C:11]([C:12]([OH:14])=[O:13])=[CH:10][N:9]=[C:8]([N:17]3[CH2:22][CH2:21][O:20][CH2:19][CH2:18]3)[N:7]=2)[CH2:4][CH2:5]1. (2) Given the reactants [Cl:1][C:2]1[N:6]([CH3:7])[N:5]=[CH:4][C:3]=1[C:8]#[N:9].[Cl-].[NH4+].[N-:12]=[N+:13]=[N-:14].[Na+], predict the reaction product. The product is: [Cl:1][C:2]1[N:6]([CH3:7])[N:5]=[CH:4][C:3]=1[C:8]1[N:12]=[N:13][NH:14][N:9]=1. (3) Given the reactants [Cl:1][C:2]1[N:7]=[C:6](/[CH:8]=[CH:9]/[N:10](C)[CH3:11])[C:5]2[C:13]([I:35])=[N:14][N:15]([C:16]([C:29]3[CH:34]=[CH:33][CH:32]=[CH:31][CH:30]=3)([C:23]3[CH:28]=[CH:27][CH:26]=[CH:25][CH:24]=3)[C:17]3[CH:22]=[CH:21][CH:20]=[CH:19][CH:18]=3)[C:4]=2[CH:3]=1.C(N)[C:37]1[CH:42]=[CH:41][CH:40]=[CH:39][CH:38]=1.[C:44](O[BH-](OC(=O)C)OC(=O)C)(=[O:46])C.[Na+], predict the reaction product. The product is: [Cl:1][C:2]1[N:7]=[C:6]([CH2:8][CH2:9][NH:10][CH2:11][C:40]2[CH:41]=[CH:42][C:37]([O:46][CH3:44])=[CH:38][CH:39]=2)[C:5]2[C:13]([I:35])=[N:14][N:15]([C:16]([C:17]3[CH:18]=[CH:19][CH:20]=[CH:21][CH:22]=3)([C:29]3[CH:30]=[CH:31][CH:32]=[CH:33][CH:34]=3)[C:23]3[CH:28]=[CH:27][CH:26]=[CH:25][CH:24]=3)[C:4]=2[CH:3]=1. (4) Given the reactants [Ca].[OH-].[Mg+2:3].[OH-].[C:5]([O-:10])(=[O:9])[CH:6]([CH3:8])[OH:7].[Mg+2].[C:5]([O-:10])(=[O:9])[CH:6]([CH3:8])[OH:7].[ClH:18], predict the reaction product. The product is: [C:5]([OH:10])(=[O:9])[CH:6]([CH3:8])[OH:7].[Cl-:18].[Mg+2:3].[Cl-:18]. (5) Given the reactants [CH3:1][C:2](C1[CH2:3][CH:2]([C:4]2C3C(=C(C(N)=O)C=C(C4SC=CC=4)C=3)NC=2)[CH2:1]CN1C([O-])=O)([CH3:4])[CH3:3].CC([CH:35]1[CH2:40][CH:39]([C:41]2[C:49]3[C:44](=[C:45]([C:51]([NH2:53])=[O:52])[CH:46]=[C:47](Br)[CH:48]=3)[NH:43][CH:42]=2)[CH2:38][CH2:37][N:36]1[C:54]([O-:56])=[O:55])(C)C.[F:57][C:58]1[CH:63]=[CH:62][C:61](B(O)O)=[CH:60][CH:59]=1.C(=O)([O-])[O-].[K+].[K+], predict the reaction product. The product is: [NH2:53][C:51]([C:45]1[CH:46]=[C:47]([C:61]2[CH:62]=[CH:63][C:58]([F:57])=[CH:59][CH:60]=2)[CH:48]=[C:49]2[C:44]=1[NH:43][CH:42]=[C:41]2[CH:39]1[CH2:40][CH2:35][N:36]([C:54]([O:56][C:2]([CH3:4])([CH3:3])[CH3:1])=[O:55])[CH2:37][CH2:38]1)=[O:52]. (6) The product is: [I:1][C:2]1[C:3]([CH3:10])=[N:4][N:5]([CH3:9])[C:6]=1[CH2:7][O:8][C:12]1[CH:17]=[CH:16][C:15]([C:18]([F:21])([F:20])[F:19])=[CH:14][CH:13]=1. Given the reactants [I:1][C:2]1[C:3]([CH3:10])=[N:4][N:5]([CH3:9])[C:6]=1[CH2:7][OH:8].O[C:12]1[CH:17]=[CH:16][C:15]([C:18]([F:21])([F:20])[F:19])=[CH:14][CH:13]=1.N(C(OC(C)C)=O)=NC(OC(C)C)=O.C1(P(C2C=CC=CC=2)C2C=CC=CC=2)C=CC=CC=1, predict the reaction product. (7) Given the reactants [CH:1]1([N:7]([CH:21]2[CH2:26][CH2:25][CH2:24][CH2:23][CH2:22]2)[C:8]2[CH:13]=[CH:12][C:11]([NH:14][CH:15]3[CH2:20][CH2:19][CH2:18][CH2:17][CH2:16]3)=[CH:10][CH:9]=2)[CH2:6][CH2:5][CH2:4][CH2:3][CH2:2]1.[C:27]([O:31][CH3:32])(=O)[CH:28]=[CH2:29].C(O)(=[O:35])C, predict the reaction product. The product is: [CH:21]1([N:7]([CH:1]2[CH2:6][CH2:5][CH2:4][CH2:3][CH2:2]2)[C:8]2[CH:9]=[CH:10][C:11]([N:14]([CH:15]3[CH2:20][CH2:19][CH2:18][CH2:17][CH2:16]3)[C:29](=[O:35])[CH2:28][CH2:27][O:31][CH3:32])=[CH:12][CH:13]=2)[CH2:26][CH2:25][CH2:24][CH2:23][CH2:22]1.